This data is from Catalyst prediction with 721,799 reactions and 888 catalyst types from USPTO. The task is: Predict which catalyst facilitates the given reaction. (1) Product: [OH:26][C:21]1[CH:22]=[CH:23][CH:24]=[CH:25][C:20]=1[NH:19][C:41](=[O:42])[CH2:40][C:35]1[NH:36][C:37](=[O:39])[CH:38]=[C:33]([N:27]2[CH2:32][CH2:31][O:30][CH2:29][CH2:28]2)[N:34]=1. The catalyst class is: 9. Reactant: N1C=CC=CC=1.Cl.CN(C)CCCN=C=NCC.[NH2:19][C:20]1[CH:25]=[CH:24][CH:23]=[CH:22][C:21]=1[OH:26].[N:27]1([C:33]2[N:34]=[C:35]([CH2:40][C:41]([O-])=[O:42])[NH:36][C:37](=[O:39])[CH:38]=2)[CH2:32][CH2:31][O:30][CH2:29][CH2:28]1.[Na+]. (2) Reactant: [C:1]12([CH2:11][O:12][C:13]3[C:28]([CH:29]4[CH2:31][CH2:30]4)=[CH:27][C:16]([C:17]([NH:19][S:20]([CH2:23][CH2:24][O:25]C)(=[O:22])=[O:21])=[O:18])=[CH:15][N:14]=3)[CH2:10][CH:5]3[CH2:6][CH:7]([CH2:9][CH:3]([CH2:4]3)[CH2:2]1)[CH2:8]2.B(Br)(Br)Br. Product: [C:1]12([CH2:11][O:12][C:13]3[C:28]([CH:29]4[CH2:31][CH2:30]4)=[CH:27][C:16]([C:17]([NH:19][S:20]([CH2:23][CH2:24][OH:25])(=[O:22])=[O:21])=[O:18])=[CH:15][N:14]=3)[CH2:2][CH:3]3[CH2:4][CH:5]([CH2:6][CH:7]([CH2:9]3)[CH2:8]1)[CH2:10]2. The catalyst class is: 96.